This data is from Catalyst prediction with 721,799 reactions and 888 catalyst types from USPTO. The task is: Predict which catalyst facilitates the given reaction. (1) Reactant: [F:1][C:2]1[CH:3]=[CH:4][C:5]([N+:11]([O-:13])=[O:12])=[C:6]([CH:10]=1)[C:7](O)=[O:8].Cl.CN.C(Cl)CCl.C1C=CC2N(O)N=[N:27][C:25]=2C=1.CCN(C(C)C)C(C)C. Product: [F:1][C:2]1[CH:3]=[CH:4][C:5]([N+:11]([O-:13])=[O:12])=[C:6]([CH:10]=1)[C:7]([NH:27][CH3:25])=[O:8]. The catalyst class is: 3. (2) Product: [NH2:2][CH2:1][CH:3]([C:9]1[CH:10]=[CH:11][C:12]([CH2:15][O:16][Si:17]([CH:24]([CH3:25])[CH3:26])([CH:18]([CH3:20])[CH3:19])[CH:21]([CH3:22])[CH3:23])=[CH:13][CH:14]=1)[C:4]([O:6][CH2:7][CH3:8])=[O:5]. Reactant: [C:1]([CH:3]([C:9]1[CH:14]=[CH:13][C:12]([CH2:15][O:16][Si:17]([CH:24]([CH3:26])[CH3:25])([CH:21]([CH3:23])[CH3:22])[CH:18]([CH3:20])[CH3:19])=[CH:11][CH:10]=1)[C:4]([O:6][CH2:7][CH3:8])=[O:5])#[N:2].[BH4-].[Na+]. The catalyst class is: 1. (3) Reactant: Cl.Cl[CH2:3][CH2:4][N:5]1[CH2:10][CH2:9][O:8][CH2:7][CH2:6]1.[OH-].[K+].[C:13](=[N:26][OH:27])([C:20]1[CH:25]=[CH:24][CH:23]=[CH:22][CH:21]=1)[C:14]1[CH:19]=[CH:18][CH:17]=[CH:16][CH:15]=1. Product: [N:5]1([CH2:4][CH2:3][O:27][N:26]=[C:13]([C:14]2[CH:19]=[CH:18][CH:17]=[CH:16][CH:15]=2)[C:20]2[CH:25]=[CH:24][CH:23]=[CH:22][CH:21]=2)[CH2:10][CH2:9][O:8][CH2:7][CH2:6]1. The catalyst class is: 58. (4) Reactant: Cl[C:2]1[C:7]([N+:8]([O-:10])=[O:9])=[CH:6][CH:5]=[CH:4][N:3]=1.[NH2:11][C:12]1[CH:17]=[CH:16][CH:15]=[CH:14][CH:13]=1. Product: [N+:8]([C:7]1[C:2]([NH:11][C:12]2[CH:17]=[CH:16][CH:15]=[CH:14][CH:13]=2)=[N:3][CH:4]=[CH:5][CH:6]=1)([O-:10])=[O:9]. The catalyst class is: 6. (5) Reactant: [NH:1]1[CH2:5][CH2:4][CH2:3][C:2]1=[O:6].C1(C)C=CC=CC=1.[OH-].[Na+].[CH2:16]([O:19][C:20](Cl)=[O:21])[CH:17]=[CH2:18]. Product: [O:6]=[C:2]1[CH2:3][CH2:4][CH2:5][N:1]1[C:20]([O:19][CH2:16][CH:17]=[CH2:18])=[O:21]. The catalyst class is: 30.